Predict the reaction yield, written as a fraction of the theoretical maximum amount of product (1.0 means a 100% yield; for example, 0.34 means a 34% yield). From a dataset of Reaction yield outcomes from USPTO patents with 853,638 reactions. (1) The reactants are Cl[C:2]1[N:7]([C:8]2[CH:13]=[CH:12][CH:11]=[C:10]([N+:14]([O-:16])=[O:15])[CH:9]=2)[C:6](=[O:17])[N:5]([CH:18]2[CH2:20][CH2:19]2)[C:4](=[O:21])[CH:3]=1.C(O)C.[CH3:25][NH2:26]. The catalyst is CO. The product is [CH:18]1([N:5]2[C:4](=[O:21])[CH:3]=[C:2]([NH:26][CH3:25])[N:7]([C:8]3[CH:13]=[CH:12][CH:11]=[C:10]([N+:14]([O-:16])=[O:15])[CH:9]=3)[C:6]2=[O:17])[CH2:20][CH2:19]1. The yield is 0.550. (2) The reactants are [Cl:1][C:2]1[CH:3]=[C:4]2[C:8](=[CH:9][CH:10]=1)[N:7]([S:11]([C:14]1[C:15]([CH3:23])=[C:16]([CH:20]=[CH:21][CH:22]=1)[C:17](O)=[O:18])(=[O:13])=[O:12])[CH2:6][CH2:5]2.CN(C=O)C.C(Cl)(=O)C(Cl)=O.C[O:36][C:37](=[O:47])[C:38]1[CH:43]=[C:42]([C:44]#[N:45])[CH:41]=[CH:40][C:39]=1[NH2:46]. The catalyst is C(Cl)Cl.N1C=CC=CC=1. The product is [Cl:1][C:2]1[CH:3]=[C:4]2[C:8](=[CH:9][CH:10]=1)[N:7]([S:11]([C:14]1[C:15]([CH3:23])=[C:16]([CH:20]=[CH:21][CH:22]=1)[C:17]([NH:46][C:39]1[CH:40]=[CH:41][C:42]([C:44]#[N:45])=[CH:43][C:38]=1[C:37]([OH:36])=[O:47])=[O:18])(=[O:13])=[O:12])[CH2:6][CH2:5]2. The yield is 0.770.